The task is: Predict the product of the given reaction.. This data is from Forward reaction prediction with 1.9M reactions from USPTO patents (1976-2016). (1) The product is: [CH:20]([O:19][C:17]([O:4][C:3]1[CH:5]=[CH:6][CH:7]=[CH:8][C:2]=1[CH:1]=[O:9])=[O:18])([CH3:22])[CH3:21]. Given the reactants [CH:1](=[O:9])[C:2]1[C:3](=[CH:5][CH:6]=[CH:7][CH:8]=1)[OH:4].N1C=CC=CC=1.Cl[C:17]([O:19][CH:20]([CH3:22])[CH3:21])=[O:18].C1(C)C=CC=CC=1.C(=O)=O.CC(C)=O, predict the reaction product. (2) Given the reactants [F:1][C:2]1[CH:11]=[C:10]([F:12])[CH:9]=[C:8]2[C:3]=1[C:4]([NH:20][C:21]1[CH:22]=[N:23][CH:24]=[C:25]([N:27]3[CH2:32][CH2:31][O:30][CH2:29][CH2:28]3)[CH:26]=1)=[C:5]([CH3:19])[C:6]([N:13]1[CH2:18][CH2:17][NH:16][CH2:15][CH2:14]1)=[N:7]2.[CH2:33]([S:35](Cl)(=[O:37])=[O:36])[CH3:34], predict the reaction product. The product is: [CH2:33]([S:35]([N:16]1[CH2:15][CH2:14][N:13]([C:6]2[C:5]([CH3:19])=[C:4]([NH:20][C:21]3[CH:22]=[N:23][CH:24]=[C:25]([N:27]4[CH2:32][CH2:31][O:30][CH2:29][CH2:28]4)[CH:26]=3)[C:3]3[C:8](=[CH:9][C:10]([F:12])=[CH:11][C:2]=3[F:1])[N:7]=2)[CH2:18][CH2:17]1)(=[O:37])=[O:36])[CH3:34]. (3) Given the reactants C(OC([N:8]1[CH2:13][CH2:12][CH:11]([NH:14][C:15]2[CH:16]=[C:17]([Cl:33])[CH:18]=[C:19]3[C:23]=2[NH:22][C:21]([CH2:24][CH2:25][N:26]2[CH2:31][CH2:30][NH:29][C:28](=[O:32])[CH2:27]2)=[CH:20]3)[CH2:10][CH2:9]1)=O)(C)(C)C.FC(F)(F)C(O)=O, predict the reaction product. The product is: [Cl:33][C:17]1[CH:18]=[C:19]2[C:23](=[C:15]([NH:14][CH:11]3[CH2:10][CH2:9][NH:8][CH2:13][CH2:12]3)[CH:16]=1)[NH:22][C:21]([CH2:24][CH2:25][N:26]1[CH2:31][CH2:30][NH:29][C:28](=[O:32])[CH2:27]1)=[CH:20]2. (4) Given the reactants [NH2:1][C:2]1[CH:3]=[C:4]2[C:9](=[CH:10][CH:11]=1)[N:8]=[CH:7][C:6]([C:12]#[N:13])=[C:5]2[NH:14][C:15]1[CH:20]=[CH:19][C:18]([F:21])=[C:17]([Cl:22])[CH:16]=1.[CH:23]([C:25]1[CH:30]=[CH:29][C:28]([S:31]([NH2:34])(=[O:33])=[O:32])=[CH:27][CH:26]=1)=O.[BH3-]C#N.[Na+], predict the reaction product. The product is: [Cl:22][C:17]1[CH:16]=[C:15]([NH:14][C:5]2[C:4]3[C:9](=[CH:10][CH:11]=[C:2]([NH:1][CH2:23][C:25]4[CH:26]=[CH:27][C:28]([S:31]([NH2:34])(=[O:33])=[O:32])=[CH:29][CH:30]=4)[CH:3]=3)[N:8]=[CH:7][C:6]=2[C:12]#[N:13])[CH:20]=[CH:19][C:18]=1[F:21]. (5) Given the reactants O[C:2]1[C:11]2[C:10]([C:12](OCC)=[O:13])=[CH:9][CH:8]=[CH:7][C:6]=2[NH:5][C:4](=[O:17])[C:3]=1[C:18]1[CH:23]=[CH:22][CH:21]=[CH:20][CH:19]=1.O.[NH2:25][NH2:26], predict the reaction product. The product is: [C:18]1([CH:3]2[C:2]3=[N:25][NH:26][C:12](=[O:13])[C:10]4[CH:9]=[CH:8][CH:7]=[C:6]([C:11]=43)[NH:5][C:4]2=[O:17])[CH:23]=[CH:22][CH:21]=[CH:20][CH:19]=1.